Dataset: Catalyst prediction with 721,799 reactions and 888 catalyst types from USPTO. Task: Predict which catalyst facilitates the given reaction. (1) Reactant: Br[C:2]1[CH:7]=[CH:6][C:5]([N+:8]([O-:10])=[O:9])=[CH:4][C:3]=1[O:11][CH3:12].[B:13]1([B:13]2[O:17][C:16]([CH3:19])([CH3:18])[C:15]([CH3:21])([CH3:20])[O:14]2)[O:17][C:16]([CH3:19])([CH3:18])[C:15]([CH3:21])([CH3:20])[O:14]1.C([O-])(=O)C.[K+]. The catalyst class is: 418. Product: [CH3:12][O:11][C:3]1[CH:4]=[C:5]([N+:8]([O-:10])=[O:9])[CH:6]=[CH:7][C:2]=1[B:13]1[O:17][C:16]([CH3:19])([CH3:18])[C:15]([CH3:21])([CH3:20])[O:14]1. (2) Reactant: [Cl:1][C:2]1[CH:3]=[C:4]([NH:8][C:9]2[N:10]=[CH:11][C:12]([C:19]([N:21]3[CH2:26][CH2:25][CH2:24][CH2:23][CH2:22]3)=[O:20])=[C:13]3[C:17]([CH3:18])=[CH:16][NH:15][C:14]=23)[CH:5]=[CH:6][CH:7]=1.Cl. Product: [ClH:1].[Cl:1][C:2]1[CH:3]=[C:4]([NH:8][C:9]2[N:10]=[CH:11][C:12]([C:19]([N:21]3[CH2:26][CH2:25][CH2:24][CH2:23][CH2:22]3)=[O:20])=[C:13]3[C:17]([CH3:18])=[CH:16][NH:15][C:14]=23)[CH:5]=[CH:6][CH:7]=1. The catalyst class is: 698. (3) Reactant: Br[C:2]1[CH:3]=[C:4]([CH2:8][N:9]2[C:13](=[O:14])[N:12]([CH2:15][CH:16]([OH:21])[C:17]([F:20])([F:19])[F:18])[C:11]([C:22]3[CH:27]=[CH:26][C:25]([Cl:28])=[CH:24][CH:23]=3)=[N:10]2)[CH:5]=[N:6][CH:7]=1.[F:29][C:30]([F:41])([F:40])[C:31]1[CH:36]=[CH:35][CH:34]=[CH:33][C:32]=1B(O)O.C(=O)([O-])[O-].[Na+].[Na+]. Product: [Cl:28][C:25]1[CH:26]=[CH:27][C:22]([C:11]2[N:12]([CH2:15][CH:16]([OH:21])[C:17]([F:20])([F:19])[F:18])[C:13](=[O:14])[N:9]([CH2:8][C:4]3[CH:5]=[N:6][CH:7]=[C:2]([C:32]4[CH:33]=[CH:34][CH:35]=[CH:36][C:31]=4[C:30]([F:41])([F:40])[F:29])[CH:3]=3)[N:10]=2)=[CH:23][CH:24]=1. The catalyst class is: 70. (4) Reactant: [I:1][C:2]1[C:3]([S:11][C:12]2[NH:13][C:14]3[CH:19]=[CH:18][N:17]=[C:16]([NH2:20])[C:15]=3[N:21]=2)=[CH:4][C:5]2[O:9][CH2:8][O:7][C:6]=2[CH:10]=1.[C:22]([O:25][CH2:26][CH2:27][CH2:28]Br)(=[O:24])[CH3:23].C([O-])([O-])=O.[Cs+].[Cs+].C(OCCCN1C2C=CN=C(N)C=2N=C1SC1C(Br)=CC2OCOC=2C=1)(=O)C. Product: [C:22]([O:25][CH2:26][CH2:27][CH2:28][N:13]1[C:14]2[CH:19]=[CH:18][N:17]=[C:16]([NH2:20])[C:15]=2[N:21]=[C:12]1[S:11][C:3]1[C:2]([I:1])=[CH:10][C:6]2[O:7][CH2:8][O:9][C:5]=2[CH:4]=1)(=[O:24])[CH3:23]. The catalyst class is: 3. (5) Reactant: C(OC(=O)[NH:7][C:8]1[CH:13]=[C:12]([N:14]([CH3:16])[CH3:15])[C:11]([Cl:17])=[CH:10][C:9]=1[NH:18][C:19](=[O:42])[CH2:20][C:21](=O)[C:22]1[CH:27]=[CH:26][CH:25]=[C:24]([C:28]2[CH:32]=[C:31]([CH2:33][O:34]C3CCCCO3)[O:30][N:29]=2)[CH:23]=1)(C)(C)C.C(O)(C(F)(F)F)=O. Product: [Cl:17][C:11]1[C:12]([N:14]([CH3:16])[CH3:15])=[CH:13][C:8]2[N:7]=[C:21]([C:22]3[CH:27]=[CH:26][CH:25]=[C:24]([C:28]4[CH:32]=[C:31]([CH2:33][OH:34])[O:30][N:29]=4)[CH:23]=3)[CH2:20][C:19](=[O:42])[NH:18][C:9]=2[CH:10]=1. The catalyst class is: 2. (6) Reactant: [CH2:1]([C:3]1[N:7]([C:8]2[N:16]=[C:15]3[C:11]([N:12]=[C:13]([CH:18]=O)[N:14]3[CH3:17])=[C:10]([N:20]3[CH2:25][CH2:24][O:23][CH2:22][CH2:21]3)[N:9]=2)[C:6]2[CH:26]=[CH:27][CH:28]=[CH:29][C:5]=2[N:4]=1)[CH3:2].[F:30][C:31]1([F:41])[CH2:34][N:33]([CH:35]2[CH2:40][CH2:39][NH:38][CH2:37][CH2:36]2)[CH2:32]1.C(O[BH-](OC(=O)C)OC(=O)C)(=O)C.[Na+]. Product: [F:41][C:31]1([F:30])[CH2:34][N:33]([CH:35]2[CH2:36][CH2:37][N:38]([CH2:18][C:13]3[N:14]([CH3:17])[C:15]4[C:11]([N:12]=3)=[C:10]([N:20]3[CH2:25][CH2:24][O:23][CH2:22][CH2:21]3)[N:9]=[C:8]([N:7]3[C:6]5[CH:26]=[CH:27][CH:28]=[CH:29][C:5]=5[N:4]=[C:3]3[CH2:1][CH3:2])[N:16]=4)[CH2:39][CH2:40]2)[CH2:32]1. The catalyst class is: 26.